Dataset: Forward reaction prediction with 1.9M reactions from USPTO patents (1976-2016). Task: Predict the product of the given reaction. (1) Given the reactants [CH2:1]([O:8][P:9]([O:19][CH2:20][O:21][C:22](=[O:39])[N:23]([CH:36]1[CH2:38][CH2:37]1)[C:24](=[O:35])[C:25]1[CH:30]=[CH:29][C:28]([CH3:31])=[C:27]([N+:32]([O-])=O)[CH:26]=1)([O:11][CH2:12][C:13]1[CH:18]=[CH:17][CH:16]=[CH:15][CH:14]=1)=[O:10])[C:2]1[CH:7]=[CH:6][CH:5]=[CH:4][CH:3]=1.[Cl-].[NH4+], predict the reaction product. The product is: [CH2:12]([O:11][P:9]([O:19][CH2:20][O:21][C:22](=[O:39])[N:23]([C:24](=[O:35])[C:25]1[CH:30]=[CH:29][C:28]([CH3:31])=[C:27]([NH2:32])[CH:26]=1)[CH:36]1[CH2:38][CH2:37]1)([O:8][CH2:1][C:2]1[CH:3]=[CH:4][CH:5]=[CH:6][CH:7]=1)=[O:10])[C:13]1[CH:14]=[CH:15][CH:16]=[CH:17][CH:18]=1. (2) Given the reactants CC1C=CC(S(O[CH2:12][CH2:13][O:14][CH2:15][CH2:16][C:17]2[CH:22]=[CH:21][CH:20]=[CH:19][CH:18]=2)(=O)=O)=CC=1.Cl.[C:24]([C:26]1([CH3:32])[CH2:31][CH2:30][NH:29][CH2:28][CH2:27]1)#[N:25].C(N(CC)CC)C, predict the reaction product. The product is: [CH3:32][C:26]1([C:24]#[N:25])[CH2:31][CH2:30][N:29]([CH2:12][CH2:13][O:14][CH2:15][CH2:16][C:17]2[CH:18]=[CH:19][CH:20]=[CH:21][CH:22]=2)[CH2:28][CH2:27]1. (3) Given the reactants [C:1]1([CH3:10])[C:2]([C:7](Cl)=[O:8])=[CH:3][CH:4]=[CH:5][CH:6]=1.[NH2:11][C@@H:12]1[CH2:17][CH2:16][CH2:15][N:14](C(OC(C)(C)C)=O)[CH2:13]1.CCN(C(C)C)C(C)C.C(O)C(N)(CO)CO, predict the reaction product. The product is: [CH3:10][C:1]1[CH:6]=[CH:5][CH:4]=[CH:3][C:2]=1[C:7]([NH:11][C@@H:12]1[CH2:17][CH2:16][CH2:15][NH:14][CH2:13]1)=[O:8]. (4) Given the reactants [F:1][C:2]1[CH:3]=[C:4]([C:8]#[C:9][C:10]2[CH:22]=[CH:21][N:13]3[C:14](=[O:20])[C:15]([CH:18]=[CH2:19])=[CH:16][N:17]=[C:12]3[CH:11]=2)[CH:5]=[CH:6][CH:7]=1.C([OH:25])C, predict the reaction product. The product is: [F:1][C:2]1[CH:3]=[C:4]([C:8]#[C:9][C:10]2[CH:22]=[CH:21][N:13]3[C:14](=[O:20])[C:15]([CH:18]([OH:25])[CH3:19])=[CH:16][N:17]=[C:12]3[CH:11]=2)[CH:5]=[CH:6][CH:7]=1.